From a dataset of Full USPTO retrosynthesis dataset with 1.9M reactions from patents (1976-2016). Predict the reactants needed to synthesize the given product. (1) Given the product [CH2:14]([O:13][C:11]([NH:1][C@H:2]([C:8]([OH:10])=[O:9])[CH2:3][CH2:4][CH2:5][CH2:6][NH:7][C:23]([O:25][C:26]([CH3:29])([CH3:28])[CH3:27])=[O:24])=[O:12])[C:15]1[CH:16]=[CH:17][CH:18]=[CH:19][CH:20]=1, predict the reactants needed to synthesize it. The reactants are: [NH:1]([C:11]([O:13][CH2:14][C:15]1[CH:20]=[CH:19][CH:18]=[CH:17][CH:16]=1)=[O:12])[C@H:2]([C:8]([OH:10])=[O:9])[CH2:3][CH2:4][CH2:5][CH2:6][NH2:7].[OH-].[Na+].[C:23](O[C:23]([O:25][C:26]([CH3:29])([CH3:28])[CH3:27])=[O:24])([O:25][C:26]([CH3:29])([CH3:28])[CH3:27])=[O:24]. (2) Given the product [Cl:20][C:6]1[CH:5]=[N:4][CH:3]=[C:2]([Cl:1])[C:7]=1[S:8][C:9]1[S:13][C:12]([C:14]([NH:30][CH:27]2[CH2:28][CH2:29][N:24]([CH2:21][CH2:22][CH3:23])[CH2:25][CH2:26]2)=[O:16])=[CH:11][C:10]=1[N+:17]([O-:19])=[O:18], predict the reactants needed to synthesize it. The reactants are: [Cl:1][C:2]1[CH:3]=[N:4][CH:5]=[C:6]([Cl:20])[C:7]=1[S:8][C:9]1[S:13][C:12]([C:14]([OH:16])=O)=[CH:11][C:10]=1[N+:17]([O-:19])=[O:18].[CH2:21]([N:24]1[CH2:29][CH2:28][CH:27]([NH2:30])[CH2:26][CH2:25]1)[CH2:22][CH3:23]. (3) Given the product [C:22]([NH:21][CH2:20][C@@H:7]1[O:6][C:5]2[N:25]=[CH:26][C:2]([NH:1][C:34](=[O:35])[C@H:33]([C:27]3[CH:32]=[CH:31][CH:30]=[CH:29][CH:28]=3)[CH3:37])=[CH:3][C:4]=2[N:9]([S:10]([C:13]2[CH:14]=[C:15]([CH3:19])[CH:16]=[CH:17][CH:18]=2)(=[O:12])=[O:11])[CH2:8]1)(=[O:24])[CH3:23], predict the reactants needed to synthesize it. The reactants are: [NH2:1][C:2]1[CH:26]=[N:25][C:5]2[O:6][C@@H:7]([CH2:20][NH:21][C:22](=[O:24])[CH3:23])[CH2:8][N:9]([S:10]([C:13]3[CH:14]=[C:15]([CH3:19])[CH:16]=[CH:17][CH:18]=3)(=[O:12])=[O:11])[C:4]=2[CH:3]=1.[C:27]1([C@H:33]([CH3:37])[C:34](O)=[O:35])[CH:32]=[CH:31][CH:30]=[CH:29][CH:28]=1.C(N(CC)C(C)C)(C)C.F[P-](F)(F)(F)(F)F.N1(OC(N(C)C)=[N+](C)C)C2N=CC=CC=2N=N1.